Dataset: Full USPTO retrosynthesis dataset with 1.9M reactions from patents (1976-2016). Task: Predict the reactants needed to synthesize the given product. (1) Given the product [F:28][C:29]1[CH:34]=[C:33]([C:2]2[N:7]=[C:6]([C:8]3[N:12]4[CH:13]=[CH:14][C:15]([C:17]([CH3:27])([O:19][Si:20]([CH2:25][CH3:26])([CH2:23][CH3:24])[CH2:21][CH3:22])[CH3:18])=[N:16][C:11]4=[N:10][CH:9]=3)[CH:5]=[CH:4][N:3]=2)[CH:32]=[CH:31][CH:30]=1, predict the reactants needed to synthesize it. The reactants are: Cl[C:2]1[N:7]=[C:6]([C:8]2[N:12]3[CH:13]=[CH:14][C:15]([C:17]([CH3:27])([O:19][Si:20]([CH2:25][CH3:26])([CH2:23][CH3:24])[CH2:21][CH3:22])[CH3:18])=[N:16][C:11]3=[N:10][CH:9]=2)[CH:5]=[CH:4][N:3]=1.[F:28][C:29]1[CH:30]=[C:31](B(O)O)[CH:32]=[CH:33][CH:34]=1. (2) Given the product [Br:22][C:9]1[C:10]([NH2:20])=[N:11][C:12]([C:13]2[CH:18]=[CH:17][C:16]([CH3:19])=[CH:15][CH:14]=2)=[C:7]([C:4]2[CH:5]=[CH:6][C:1]([CH3:21])=[CH:2][CH:3]=2)[N:8]=1, predict the reactants needed to synthesize it. The reactants are: [C:1]1([CH3:21])[CH:6]=[CH:5][C:4]([C:7]2[N:8]=[CH:9][C:10]([NH2:20])=[N:11][C:12]=2[C:13]2[CH:18]=[CH:17][C:16]([CH3:19])=[CH:15][CH:14]=2)=[CH:3][CH:2]=1.[Br:22]N1C(=O)CCC1=O.C([O-])(O)=O.[Na+]. (3) Given the product [F:34][C:32]([F:33])([F:35])[O:31][C:28]1[CH:27]=[CH:26][C:25]([CH:10]([C:7]2[CH:8]=[CH:9][C:4]([O:3][C:2]([F:37])([F:1])[F:36])=[CH:5][CH:6]=2)[C:11]2([OH:24])[CH2:16][CH2:15][NH:14][CH2:13][CH2:12]2)=[CH:30][CH:29]=1, predict the reactants needed to synthesize it. The reactants are: [F:1][C:2]([F:37])([F:36])[O:3][C:4]1[CH:9]=[CH:8][C:7]([CH:10]([C:25]2[CH:30]=[CH:29][C:28]([O:31][C:32]([F:35])([F:34])[F:33])=[CH:27][CH:26]=2)[C:11]2([OH:24])[CH2:16][CH2:15][N:14](CC3C=CC=CC=3)[CH2:13][CH2:12]2)=[CH:6][CH:5]=1. (4) Given the product [F:12][C:13]1[C:21]([C:22]([F:25])([F:24])[F:23])=[N:20][CH:19]=[CH:18][C:14]=1[C:15]([N:20]1[C@@H:21]([CH3:22])[CH2:13][C:14]2[N:1]([C:4]3[CH:8]=[CH:7][N:6]([CH:9]([CH3:11])[CH3:10])[N:5]=3)[N:2]=[N:3][C:18]=2[CH2:19]1)=[O:17], predict the reactants needed to synthesize it. The reactants are: [N:1]([C:4]1[CH:8]=[CH:7][N:6]([CH:9]([CH3:11])[CH3:10])[N:5]=1)=[N+:2]=[N-:3].[F:12][C:13]1[C:21]([C:22]([F:25])([F:24])[F:23])=[N:20][CH:19]=[CH:18][C:14]=1[C:15]([OH:17])=O. (5) The reactants are: [NH2:1][CH2:2][C@@H:3]([NH:5][C:6](=[O:49])[N:7]([CH2:35][C@H:36]1[C@@H:40]([F:41])[CH2:39][N:38](C(OC(C)(C)C)=O)[CH2:37]1)[C@@H:8]([C:15]1[N:16]([CH2:28][C:29]2[CH:34]=[CH:33][CH:32]=[CH:31][CH:30]=2)[CH:17]=[C:18]([C:20]2[CH:25]=[C:24]([F:26])[CH:23]=[CH:22][C:21]=2[F:27])[N:19]=1)[CH:9]1[CH2:14][CH2:13][O:12][CH2:11][CH2:10]1)[CH3:4]. Given the product [NH2:1][CH2:2][C@@H:3]([NH:5][C:6](=[O:49])[N:7]([C@@H:8]([C:15]1[N:16]([CH2:28][C:29]2[CH:30]=[CH:31][CH:32]=[CH:33][CH:34]=2)[CH:17]=[C:18]([C:20]2[CH:25]=[C:24]([F:26])[CH:23]=[CH:22][C:21]=2[F:27])[N:19]=1)[CH:9]1[CH2:10][CH2:11][O:12][CH2:13][CH2:14]1)[CH2:35][C@H:36]1[C@@H:40]([F:41])[CH2:39][NH:38][CH2:37]1)[CH3:4], predict the reactants needed to synthesize it. (6) The reactants are: [CH2:1]([C@H:8]([NH:34]C(=O)OC(C)(C)C)[C@@H:9]([OH:33])[CH2:10][C@@H:11]([NH:25]C(OC(C)(C)C)=O)[CH2:12][C:13]1[CH:18]=[CH:17][C:16]([C:19]2[CH:24]=[CH:23][CH:22]=[CH:21][N:20]=2)=[CH:15][CH:14]=1)[C:2]1[CH:7]=[CH:6][CH:5]=[CH:4][CH:3]=1.FC(F)(F)C(O)=O. Given the product [NH2:34][C@H:8]([C@@H:9]([OH:33])[CH2:10][C@@H:11]([NH2:25])[CH2:12][C:13]1[CH:14]=[CH:15][C:16]([C:19]2[CH:24]=[CH:23][CH:22]=[CH:21][N:20]=2)=[CH:17][CH:18]=1)[CH2:1][C:2]1[CH:7]=[CH:6][CH:5]=[CH:4][CH:3]=1, predict the reactants needed to synthesize it.